Task: Regression. Given a peptide amino acid sequence and an MHC pseudo amino acid sequence, predict their binding affinity value. This is MHC class I binding data.. Dataset: Peptide-MHC class I binding affinity with 185,985 pairs from IEDB/IMGT (1) The peptide sequence is MKYVWPPIM. The MHC is HLA-B15:01 with pseudo-sequence HLA-B15:01. The binding affinity (normalized) is 0.0847. (2) The binding affinity (normalized) is 0.143. The peptide sequence is TTTIKPVSYK. The MHC is HLA-A33:01 with pseudo-sequence HLA-A33:01. (3) The peptide sequence is RSIAMLKSK. The MHC is HLA-A68:01 with pseudo-sequence HLA-A68:01. The binding affinity (normalized) is 0.403. (4) The peptide sequence is RISGSNIVI. The MHC is HLA-A02:01 with pseudo-sequence HLA-A02:01. The binding affinity (normalized) is 0.241. (5) The peptide sequence is EEMEITTHF. The MHC is HLA-B45:01 with pseudo-sequence HLA-B45:01. The binding affinity (normalized) is 0.441. (6) The binding affinity (normalized) is 0.00341. The peptide sequence is VALYRRIQRR. The MHC is HLA-A11:01 with pseudo-sequence HLA-A11:01. (7) The peptide sequence is MSQMPPHPY. The MHC is HLA-A11:01 with pseudo-sequence HLA-A11:01. The binding affinity (normalized) is 0.452.